Dataset: NCI-60 drug combinations with 297,098 pairs across 59 cell lines. Task: Regression. Given two drug SMILES strings and cell line genomic features, predict the synergy score measuring deviation from expected non-interaction effect. (1) Drug 2: CCN(CC)CCCC(C)NC1=C2C=C(C=CC2=NC3=C1C=CC(=C3)Cl)OC. Synergy scores: CSS=31.9, Synergy_ZIP=-3.92, Synergy_Bliss=2.57, Synergy_Loewe=2.05, Synergy_HSA=5.44. Drug 1: CC1=C(C(CCC1)(C)C)C=CC(=CC=CC(=CC(=O)O)C)C. Cell line: SF-539. (2) Drug 1: CC1=CC2C(CCC3(C2CCC3(C(=O)C)OC(=O)C)C)C4(C1=CC(=O)CC4)C. Drug 2: CC(C1=C(C=CC(=C1Cl)F)Cl)OC2=C(N=CC(=C2)C3=CN(N=C3)C4CCNCC4)N. Cell line: OVCAR3. Synergy scores: CSS=-4.13, Synergy_ZIP=2.62, Synergy_Bliss=2.30, Synergy_Loewe=-0.130, Synergy_HSA=-1.47. (3) Drug 1: COC1=C(C=C2C(=C1)N=CN=C2NC3=CC(=C(C=C3)F)Cl)OCCCN4CCOCC4. Drug 2: CCC(=C(C1=CC=CC=C1)C2=CC=C(C=C2)OCCN(C)C)C3=CC=CC=C3.C(C(=O)O)C(CC(=O)O)(C(=O)O)O. Cell line: SN12C. Synergy scores: CSS=16.7, Synergy_ZIP=-7.59, Synergy_Bliss=-3.23, Synergy_Loewe=-4.04, Synergy_HSA=-2.49. (4) Drug 1: C1=CC(=C2C(=C1NCCNCCO)C(=O)C3=C(C=CC(=C3C2=O)O)O)NCCNCCO. Drug 2: CCCCC(=O)OCC(=O)C1(CC(C2=C(C1)C(=C3C(=C2O)C(=O)C4=C(C3=O)C=CC=C4OC)O)OC5CC(C(C(O5)C)O)NC(=O)C(F)(F)F)O. Cell line: ACHN. Synergy scores: CSS=38.1, Synergy_ZIP=-2.81, Synergy_Bliss=-6.03, Synergy_Loewe=-14.8, Synergy_HSA=-4.61. (5) Drug 1: CC12CCC3C(C1CCC2=O)CC(=C)C4=CC(=O)C=CC34C. Drug 2: COC1=NC(=NC2=C1N=CN2C3C(C(C(O3)CO)O)O)N. Cell line: SF-295. Synergy scores: CSS=22.1, Synergy_ZIP=4.36, Synergy_Bliss=3.48, Synergy_Loewe=-8.88, Synergy_HSA=2.31. (6) Drug 1: CC=C1C(=O)NC(C(=O)OC2CC(=O)NC(C(=O)NC(CSSCCC=C2)C(=O)N1)C(C)C)C(C)C. Drug 2: C1=NC(=NC(=O)N1C2C(C(C(O2)CO)O)O)N. Cell line: NCI-H322M. Synergy scores: CSS=32.9, Synergy_ZIP=-2.10, Synergy_Bliss=7.88, Synergy_Loewe=-19.2, Synergy_HSA=4.29. (7) Drug 1: CC12CCC3C(C1CCC2O)C(CC4=C3C=CC(=C4)O)CCCCCCCCCS(=O)CCCC(C(F)(F)F)(F)F. Drug 2: CC12CCC3C(C1CCC2OP(=O)(O)O)CCC4=C3C=CC(=C4)OC(=O)N(CCCl)CCCl.[Na+]. Cell line: NCI-H322M. Synergy scores: CSS=4.92, Synergy_ZIP=-0.606, Synergy_Bliss=0.569, Synergy_Loewe=1.50, Synergy_HSA=1.22. (8) Drug 1: C1=CC(=C2C(=C1NCCNCCO)C(=O)C3=C(C=CC(=C3C2=O)O)O)NCCNCCO. Drug 2: COC1=NC(=NC2=C1N=CN2C3C(C(C(O3)CO)O)O)N. Cell line: 786-0. Synergy scores: CSS=61.2, Synergy_ZIP=4.81, Synergy_Bliss=3.57, Synergy_Loewe=2.43, Synergy_HSA=5.82. (9) Drug 1: CN1C2=C(C=C(C=C2)N(CCCl)CCCl)N=C1CCCC(=O)O.Cl. Drug 2: CC(C)NC(=O)C1=CC=C(C=C1)CNNC.Cl. Cell line: RPMI-8226. Synergy scores: CSS=0.795, Synergy_ZIP=-0.279, Synergy_Bliss=1.72, Synergy_Loewe=0.346, Synergy_HSA=0.429.